From a dataset of Reaction yield outcomes from USPTO patents with 853,638 reactions. Predict the reaction yield, written as a fraction of the theoretical maximum amount of product (1.0 means a 100% yield; for example, 0.34 means a 34% yield). (1) The reactants are Cl[C:2]1[N:7]=[C:6]([N:8]2[CH2:13][CH2:12][CH:11]([CH3:14])[CH2:10][CH2:9]2)[CH:5]=[CH:4][N:3]=1.[NH2:15][C:16]1[NH:17][N:18]=[C:19]([CH3:21])[CH:20]=1.C(=O)([O-])[O-].[K+].[K+]. The catalyst is C(O)CCC. The product is [CH3:14][CH:11]1[CH2:12][CH2:13][N:8]([C:6]2[CH:5]=[CH:4][N:3]=[C:2]([NH:15][C:16]3[NH:17][N:18]=[C:19]([CH3:21])[CH:20]=3)[N:7]=2)[CH2:9][CH2:10]1. The yield is 0.500. (2) The reactants are Cl[C:2]1[C:11]2[C:6](=[CH:7][C:8]([O:14][CH2:15][CH2:16][CH2:17][N:18]3[CH2:23][CH2:22][N:21]([CH2:24][C:25]#[CH:26])[CH2:20][CH2:19]3)=[C:9]([O:12][CH3:13])[CH:10]=2)[N:5]=[CH:4][N:3]=1.[OH:27][C:28]1[CH:29]=[C:30]2[C:34](=[N:35][CH:36]=1)[NH:33][CH:32]=[CH:31]2.C(=O)([O-])[O-].[K+].[K+]. The catalyst is CC(N(C)C)=O. The product is [NH:33]1[C:34]2[C:30](=[CH:29][C:28]([O:27][C:2]3[C:11]4[C:6](=[CH:7][C:8]([O:14][CH2:15][CH2:16][CH2:17][N:18]5[CH2:23][CH2:22][N:21]([CH2:24][C:25]#[CH:26])[CH2:20][CH2:19]5)=[C:9]([O:12][CH3:13])[CH:10]=4)[N:5]=[CH:4][N:3]=3)=[CH:36][N:35]=2)[CH:31]=[CH:32]1. The yield is 0.760. (3) The reactants are [CH3:1][N:2]([CH:10]1[CH2:15][CH2:14][N:13]([CH3:16])[CH2:12][CH2:11]1)[C:3]1[CH:8]=[CH:7][CH:6]=[C:5]([NH2:9])[N:4]=1.[Cl:17][C:18]1[CH:26]=[CH:25][CH:24]=[CH:23][C:19]=1[C:20](Cl)=[O:21]. The catalyst is O1CCOCC1. The product is [ClH:17].[Cl:17][C:18]1[CH:26]=[CH:25][CH:24]=[CH:23][C:19]=1[C:20]([NH:9][C:5]1[CH:6]=[CH:7][CH:8]=[C:3]([N:2]([CH3:1])[CH:10]2[CH2:15][CH2:14][N:13]([CH3:16])[CH2:12][CH2:11]2)[N:4]=1)=[O:21]. The yield is 0.950.